Dataset: Reaction yield outcomes from USPTO patents with 853,638 reactions. Task: Predict the reaction yield, written as a fraction of the theoretical maximum amount of product (1.0 means a 100% yield; for example, 0.34 means a 34% yield). (1) The reactants are [Br:1]C(Br)C.[Mg].[Br:6][C:7]1[C:8]([O:27][CH2:28][CH:29]2[CH2:31][O:30]2)=[CH:9][CH:10]=[C:11]2[C:15]=1[N:14]([CH2:16][CH:17]([O:19][Si:20]([C:23]([CH3:26])([CH3:25])[CH3:24])([CH3:22])[CH3:21])[CH3:18])[N:13]=[CH:12]2. The catalyst is C1COCC1. The product is [Br:1][CH2:31][CH:29]([OH:30])[CH2:28][O:27][C:8]1[C:7]([Br:6])=[C:15]2[C:11]([CH:12]=[N:13][N:14]2[CH2:16][CH:17]([O:19][Si:20]([C:23]([CH3:26])([CH3:25])[CH3:24])([CH3:22])[CH3:21])[CH3:18])=[CH:10][CH:9]=1. The yield is 0.860. (2) The reactants are Cl.[CH:2]1[C:10]2[N:9]3[C:11]([C@@H:14]4[C@H:18]([CH3:19])[CH2:17][C@H:16]([NH2:20])[CH2:15]4)=[CH:12][N:13]=[C:8]3[CH:7]=[N:6][C:5]=2[NH:4][CH:3]=1.O.C(=O)([O-])[O-].[K+].[K+].[F:28][C:29]([F:37])([F:36])[CH2:30][CH2:31][S:32](Cl)(=[O:34])=[O:33]. The catalyst is C1COCC1. The product is [CH:2]1[C:10]2[N:9]3[C:11]([C@@H:14]4[C@H:18]([CH3:19])[CH2:17][C@H:16]([NH:20][S:32]([CH2:31][CH2:30][C:29]([F:37])([F:36])[F:28])(=[O:34])=[O:33])[CH2:15]4)=[CH:12][N:13]=[C:8]3[CH:7]=[N:6][C:5]=2[NH:4][CH:3]=1. The yield is 0.710.